Dataset: Experimentally validated miRNA-target interactions with 360,000+ pairs, plus equal number of negative samples. Task: Binary Classification. Given a miRNA mature sequence and a target amino acid sequence, predict their likelihood of interaction. (1) The miRNA is hsa-miR-487a-5p with sequence GUGGUUAUCCCUGCUGUGUUCG. The protein sequence of the target gene is MDEQAGPGVFFSNNHPGAGGAKGLGPLAEAAAAGDGAAAAGAARAQYSLPGILHFLQHEWARFEVERAQWEVERAELQAQIAFLQGERKGQENLKKDLVRRIKMLEYALKQERAKYHKLKYGTELNQGDMKPPSYDSDEGNETEVQPQQNSQLMWKQGRQLLRQYLQEVGYTDTILDVKSKRVRALLGFSSDVTDREDDKNQDSVINGTEAEVKETAMIGKSELTDSASVLDNFKFLESAAADVSDEDEDEDTDGRAKSVIDTSTIVRKKALPDTSEDRDTKEALKEFDFLVTSEEGDNE.... Result: 0 (no interaction). (2) The miRNA is hsa-miR-3682-5p with sequence CUACUUCUACCUGUGUUAUCAU. The protein sequence of the target gene is MAAEEEDEVEWVVESIAGFLRGPDWSIPILDFVEQKCEVFDDEEESKLTYTEIHQEYKELVEKLLEGYLKEIGINEDQFQEACTSPLAKTHTSQAILQPVLAAEDFTIFKAMMVQKNIEMQLQAIRIIQERNGVLPDCLTDGSDVVSDLEHEEMKILREVLRKSKEEYDQEEERKRKKQLSEAKTEEPTVHSSEAAIMNNSQGDGEHFAHPPSEVKMHFANQSIEPLGRKVERSETSSLPQKDLKIPGLEHASIEGPIANLSVLGTEELRQREHYLKQKRDKLMSMRKDMRTKQIQNMEQ.... Result: 0 (no interaction). (3) Result: 0 (no interaction). The protein sequence of the target gene is MPLLPSTVGLAGLLFWAGQAVNALIMPNATPAPAQPESTAMRLLSGLEVPRYRRKRHISVRDMNALLDYHNHIRASVYPPAANMEYMVWDKRLARAAEAWATQCIWAHGPSQLMRYVGQNLSIHSGQYRSVVDLMKSWSEEKWHYLFPAPRDCNPHCPWRCDGPTCSHYTQMVWASSNRLGCAIHTCSSISVWGNTWHRAAYLVCNYAIKGNWIGESPYKMGKPCSSCPPSYQGSCNSNMCFKGLKSNKFTWF. The miRNA is hsa-miR-5707 with sequence ACGUUUGAAUGCUGUACAAGGC.